Dataset: Forward reaction prediction with 1.9M reactions from USPTO patents (1976-2016). Task: Predict the product of the given reaction. (1) Given the reactants [C:1]([C:3]1[C:4]([C:19]([F:22])([F:21])[F:20])=[C:5]2[C:9](=[CH:10][CH:11]=1)[N:8]([C:12]([CH3:17])([CH3:16])[C:13]([OH:15])=O)[C:7]([CH3:18])=[CH:6]2)#[N:2].[F:23][C:24]1[CH:29]=[CH:28][C:27]([C:30](=[NH:33])[NH:31]O)=[CH:26][CH:25]=1.CN(C(ON1N=NC2C=CC=NC1=2)=[N+](C)C)C.F[P-](F)(F)(F)(F)F.CCN(C(C)C)C(C)C.CCN=C=NCCCN(C)C.Cl, predict the reaction product. The product is: [F:23][C:24]1[CH:29]=[CH:28][C:27]([C:30]2[N:33]=[C:13]([C:12]([N:8]3[C:9]4[C:5](=[C:4]([C:19]([F:21])([F:22])[F:20])[C:3]([C:1]#[N:2])=[CH:11][CH:10]=4)[CH:6]=[C:7]3[CH3:18])([CH3:17])[CH3:16])[O:15][N:31]=2)=[CH:26][CH:25]=1. (2) Given the reactants [NH2:1][C:2]1[C:7]([NH:8][C:9](=[O:14])[O:10][CH:11]([CH3:13])C)=[C:6]([NH2:15])[N:5]=[C:4]([C:16]2[C:24]3[C:19](=[N:20][CH:21]=[CH:22][CH:23]=3)[N:18]([CH2:25][C:26]3[CH:31]=[CH:30][CH:29]=[CH:28][C:27]=3[F:32])[N:17]=2)[N:3]=1.[CH3:33]N(C=O)C.[H-].[Na+].IC, predict the reaction product. The product is: [NH2:1][C:2]1[C:7]([N:8]([CH3:33])[C:9](=[O:14])[O:10][CH2:11][CH3:13])=[C:6]([NH2:15])[N:5]=[C:4]([C:16]2[C:24]3[C:19](=[N:20][CH:21]=[CH:22][CH:23]=3)[N:18]([CH2:25][C:26]3[CH:31]=[CH:30][CH:29]=[CH:28][C:27]=3[F:32])[N:17]=2)[N:3]=1. (3) Given the reactants [S:1]1[CH:5]=[CH:4][N:3]=[C:2]1[CH:6]=[O:7].[CH2:8](O)[CH2:9][OH:10].O.C1(C)C=CC(S(O)(=O)=O)=CC=1.O, predict the reaction product. The product is: [O:7]1[CH2:8][CH2:9][O:10][CH:6]1[C:2]1[S:1][CH:5]=[CH:4][N:3]=1. (4) Given the reactants [CH3:1][O:2][C:3]([C:5]1[C:9]([NH2:10])=[CH:8][N:7]([CH3:11])[N:6]=1)=[O:4].C(N(CC)CC)C.[C:19]1([C:25](Cl)([C:32]2[CH:37]=[CH:36][CH:35]=[CH:34][CH:33]=2)[C:26]2[CH:31]=[CH:30][CH:29]=[CH:28][CH:27]=2)[CH:24]=[CH:23][CH:22]=[CH:21][CH:20]=1, predict the reaction product. The product is: [CH3:1][O:2][C:3]([C:5]1[C:9]([NH:10][C:25]([C:19]2[CH:24]=[CH:23][CH:22]=[CH:21][CH:20]=2)([C:32]2[CH:33]=[CH:34][CH:35]=[CH:36][CH:37]=2)[C:26]2[CH:27]=[CH:28][CH:29]=[CH:30][CH:31]=2)=[CH:8][N:7]([CH3:11])[N:6]=1)=[O:4].